Dataset: Catalyst prediction with 721,799 reactions and 888 catalyst types from USPTO. Task: Predict which catalyst facilitates the given reaction. (1) Reactant: [CH3:1][C:2]1[CH:30]=[C:29]([CH3:31])[CH:28]=[C:27]([CH3:32])[C:3]=1[C:4]([P:6]([CH2:19][C:20](=[CH2:26])[C:21]([O:23][CH2:24][CH3:25])=[O:22])([C:8](=[O:18])[C:9]1[C:14]([CH3:15])=[CH:13][C:12]([CH3:16])=[CH:11][C:10]=1[CH3:17])=[O:7])=[O:5].[CH2:33]=[CH:34][C:35]1[CH:40]=[CH:39][CH:38]=[CH:37][CH:36]=1.CC(N=NC(C#N)(C)C)(C#N)C. Product: [CH3:17][C:10]1[CH:11]=[C:12]([CH3:16])[CH:13]=[C:14]([CH3:15])[C:9]=1[C:8]([P:6]([CH2:19][C:20](=[CH2:26])[C:21]([O:23][CH2:24][CH3:25])=[O:22])([C:4](=[O:5])[C:3]1[C:27]([CH3:32])=[CH:28][C:29]([CH3:31])=[CH:30][C:2]=1[CH3:1])=[O:7])=[O:18].[CH2:33]=[CH:34][C:35]1[CH:40]=[CH:39][CH:38]=[CH:37][CH:36]=1. The catalyst class is: 11. (2) Reactant: [NH2:1][C:2]1[CH:11]=[CH:10][C:9]([OH:12])=[C:8]2[C:3]=1[CH:4]=[CH:5][C:6]([CH3:13])=[N:7]2.N([O-])=O.[Na+].[N-:18]=[N+:19]=[N-].[Na+]. Product: [N:1]([C:2]1[CH:11]=[CH:10][C:9]([OH:12])=[C:8]2[C:3]=1[CH:4]=[CH:5][C:6]([CH3:13])=[N:7]2)=[N+:18]=[N-:19]. The catalyst class is: 126.